Dataset: Full USPTO retrosynthesis dataset with 1.9M reactions from patents (1976-2016). Task: Predict the reactants needed to synthesize the given product. (1) Given the product [Cl:26][C:23]1[S:22][C:21]([S:18]([NH:17][C@@H:14]([CH:11]2[CH2:10][CH2:9][NH:8][CH2:13][CH2:12]2)[CH2:15][OH:16])(=[O:19])=[O:20])=[CH:25][CH:24]=1, predict the reactants needed to synthesize it. The reactants are: C(OC([N:8]1[CH2:13][CH2:12][CH:11]([CH:14]([NH:17][S:18]([C:21]2[S:22][C:23]([Cl:26])=[CH:24][CH:25]=2)(=[O:20])=[O:19])[CH2:15][OH:16])[CH2:10][CH2:9]1)=O)(C)(C)C.FC(F)(F)C(O)=O. (2) Given the product [CH2:20]([O:19][C:18]1[C:13]([NH:12][C:10]([NH2:9])=[S:11])=[N:14][CH:15]=[C:16]([Br:27])[CH:17]=1)[C:21]1[CH:26]=[CH:25][CH:24]=[CH:23][CH:22]=1, predict the reactants needed to synthesize it. The reactants are: C([NH:9][C:10]([NH:12][C:13]1[C:18]([O:19][CH2:20][C:21]2[CH:26]=[CH:25][CH:24]=[CH:23][CH:22]=2)=[CH:17][C:16]([Br:27])=[CH:15][N:14]=1)=[S:11])(=O)C1C=CC=CC=1.[OH-].[Na+]. (3) Given the product [Cl:1][C:2]1[N:3]=[C:4]([C:9]([NH:16][CH:17]2[CH2:25][C:24]3[C:19](=[CH:20][CH:21]=[C:22]([NH:26][C:27]([C@@H:29]4[CH2:31][C@H:30]4[C:32]([O:34][CH2:35][CH3:36])=[O:33])=[O:28])[CH:23]=3)[CH2:18]2)=[O:11])[NH:5][C:6]=1[CH2:7][CH3:8], predict the reactants needed to synthesize it. The reactants are: [Cl:1][C:2]1[N:3]=[C:4]([C:9]([OH:11])=O)[NH:5][C:6]=1[CH2:7][CH3:8].S(Cl)(Cl)=O.[NH2:16][CH:17]1[CH2:25][C:24]2[C:19](=[CH:20][CH:21]=[C:22]([NH:26][C:27]([C@@H:29]3[CH2:31][C@H:30]3[C:32]([O:34][CH2:35][CH3:36])=[O:33])=[O:28])[CH:23]=2)[CH2:18]1. (4) Given the product [C:1]([O:5][C:6](=[O:39])[NH:7][CH2:8][CH:9]([C:10]1[CH:15]=[CH:14][CH:13]=[C:12]([NH2:16])[CH:11]=1)[NH:19][C:20]([C:22]1[S:38][C:25]2=[N:26][C:27]3[CH2:28][CH2:29][CH:30]([C:34]([CH3:37])([CH3:36])[CH3:35])[CH2:31][C:32]=3[CH:33]=[C:24]2[CH:23]=1)=[O:21])([CH3:2])([CH3:3])[CH3:4], predict the reactants needed to synthesize it. The reactants are: [C:1]([O:5][C:6](=[O:39])[NH:7][CH2:8][CH:9]([NH:19][C:20]([C:22]1[S:38][C:25]2=[N:26][C:27]3[CH2:28][CH2:29][CH:30]([C:34]([CH3:37])([CH3:36])[CH3:35])[CH2:31][C:32]=3[CH:33]=[C:24]2[CH:23]=1)=[O:21])[C:10]1[CH:15]=[CH:14][CH:13]=[C:12]([N+:16]([O-])=O)[CH:11]=1)([CH3:4])([CH3:3])[CH3:2]. (5) Given the product [Br:34][C:31]1[CH:30]=[N:29][C:28]([N:24]2[CH2:25][CH2:26][CH:21]([CH2:20][O:19][C:16]3[CH:15]=[CH:14][C:13]([C:4]4[CH:5]=[CH:6][C:7]([S:9]([CH3:12])(=[O:11])=[O:10])=[CH:8][C:3]=4[F:2])=[CH:18][CH:17]=3)[CH2:22][CH2:23]2)=[N:33][CH:32]=1, predict the reactants needed to synthesize it. The reactants are: Cl.[F:2][C:3]1[CH:8]=[C:7]([S:9]([CH3:12])(=[O:11])=[O:10])[CH:6]=[CH:5][C:4]=1[C:13]1[CH:18]=[CH:17][C:16]([O:19][CH2:20][CH:21]2[CH2:26][CH2:25][NH:24][CH2:23][CH2:22]2)=[CH:15][CH:14]=1.Cl[C:28]1[N:33]=[CH:32][C:31]([Br:34])=[CH:30][N:29]=1.C([O-])([O-])=O.[K+].[K+].